Dataset: Forward reaction prediction with 1.9M reactions from USPTO patents (1976-2016). Task: Predict the product of the given reaction. (1) Given the reactants Br[C:2]1[CH:7]=[CH:6][CH:5]=[CH:4][N:3]=1.[CH3:8][O:9][CH2:10][C:11]#[CH:12], predict the reaction product. The product is: [CH3:8][O:9][CH2:10][C:11]#[C:12][C:2]1[CH:7]=[CH:6][CH:5]=[CH:4][N:3]=1. (2) Given the reactants I[C:2]1[CH:7]=[CH:6][CH:5]=[C:4]([CH3:8])[C:3]=1[CH3:9].[CH2:10]([CH:14]1[CH2:19][CH2:18][N:17]([CH2:20][CH2:21][CH2:22][C:23]#N)[CH2:16][CH2:15]1)[CH2:11][CH2:12][CH3:13].C(Cl)Cl.C[OH:29], predict the reaction product. The product is: [CH2:10]([CH:14]1[CH2:19][CH2:18][N:17]([CH2:20][CH2:21][CH2:22][C:23]([C:2]2[CH:7]=[CH:6][CH:5]=[C:4]([CH3:8])[C:3]=2[CH3:9])=[O:29])[CH2:16][CH2:15]1)[CH2:11][CH2:12][CH3:13]. (3) Given the reactants C[O:2][C:3](=[O:41])[C@@H:4]([CH2:37][CH2:38][S:39][CH3:40])[NH:5][C:6](=[O:36])[CH2:7][C@H:8]1[O:14][C@H:13]([C:15]2[CH:20]=[CH:19][CH:18]=[C:17]([O:21][CH3:22])[C:16]=2[O:23][CH3:24])[C:12]2[CH:25]=[C:26]([Cl:29])[CH:27]=[CH:28][C:11]=2[N:10]([CH2:30][C:31]([CH3:34])([CH3:33])[CH3:32])[C:9]1=[O:35].[OH-].[Na+], predict the reaction product. The product is: [Cl:29][C:26]1[CH:27]=[CH:28][C:11]2[N:10]([CH2:30][C:31]([CH3:34])([CH3:33])[CH3:32])[C:9](=[O:35])[C@@H:8]([CH2:7][C:6]([NH:5][C@@H:4]([C:3]([OH:41])=[O:2])[CH2:37][CH2:38][S:39][CH3:40])=[O:36])[O:14][C@H:13]([C:15]3[CH:20]=[CH:19][CH:18]=[C:17]([O:21][CH3:22])[C:16]=3[O:23][CH3:24])[C:12]=2[CH:25]=1. (4) Given the reactants Cl[CH2:2][C:3]([NH:5][C:6]1[CH:11]=[CH:10][C:9]([O:12][CH3:13])=[CH:8][C:7]=1[OH:14])=[O:4].C(=O)([O-])[O-].[K+].[K+], predict the reaction product. The product is: [CH3:13][O:12][C:9]1[CH:10]=[CH:11][C:6]2[NH:5][C:3](=[O:4])[CH2:2][O:14][C:7]=2[CH:8]=1. (5) Given the reactants [CH3:1][O:2][C:3]([C:5]1[C:6]2[CH:7]=[N:8][N:9]([CH2:14][CH:15]([CH3:17])[CH3:16])[C:10]=2[CH:11]=[CH:12][CH:13]=1)=[O:4].[Cl:18]N1C(=O)CCC1=O.O, predict the reaction product. The product is: [CH3:1][O:2][C:3]([C:5]1[C:6]2[C:7]([Cl:18])=[N:8][N:9]([CH2:14][CH:15]([CH3:17])[CH3:16])[C:10]=2[CH:11]=[CH:12][CH:13]=1)=[O:4].